The task is: Predict the reactants needed to synthesize the given product.. This data is from Full USPTO retrosynthesis dataset with 1.9M reactions from patents (1976-2016). Given the product [N:1]1[CH:6]=[CH:5][CH:4]=[C:3]([C:7]2[CH:14]=[CH:13][C:10]([CH:11]=[CH:23][CH:24]=[O:25])=[CH:9][CH:8]=2)[N:2]=1, predict the reactants needed to synthesize it. The reactants are: [N:1]1[CH:6]=[CH:5][CH:4]=[C:3]([C:7]2[CH:14]=[CH:13][C:10]([CH:11]=O)=[CH:9][CH:8]=2)[N:2]=1.N1(C2C=C[C:23]([CH:24]=[O:25])=CC=2)C=CC=N1.